This data is from Reaction yield outcomes from USPTO patents with 853,638 reactions. The task is: Predict the reaction yield, written as a fraction of the theoretical maximum amount of product (1.0 means a 100% yield; for example, 0.34 means a 34% yield). (1) The reactants are [Br:1][CH2:2][C:3]1[CH:11]=[CH:10][CH:9]=[CH:8][C:4]=1[C:5]([OH:7])=[O:6].[CH2:12](O)[C:13]([Cl:16])([Cl:15])[Cl:14].O. The catalyst is CN(C1C=CN=CC=1)C.C(Cl)Cl. The product is [Cl:14][C:13]([Cl:16])([Cl:15])[CH2:12][O:6][C:5](=[O:7])[C:4]1[CH:8]=[CH:9][CH:10]=[CH:11][C:3]=1[CH2:2][Br:1]. The yield is 0.500. (2) The reactants are [OH-].[Na+].[F:3][C:4]1[CH:5]=[C:6]([CH:28]=[CH:29][C:30]=1[F:31])[CH2:7][C:8]1[S:9][C:10]2[CH:16]=[CH:15][CH:14]=[C:13]([C:17]3[CH:18]=[C:19]([CH:25]=[CH:26][CH:27]=3)[C:20](OCC)=[O:21])[C:11]=2[CH:12]=1.Cl.CC[N:35]=C=NCCCN(C)C.C1C=CC2N(O)N=NC=2C=1.N. The catalyst is CN(C=O)C.CO.C1COCC1. The product is [F:3][C:4]1[CH:5]=[C:6]([CH:28]=[CH:29][C:30]=1[F:31])[CH2:7][C:8]1[S:9][C:10]2[CH:16]=[CH:15][CH:14]=[C:13]([C:17]3[CH:18]=[C:19]([CH:25]=[CH:26][CH:27]=3)[C:20]([NH2:35])=[O:21])[C:11]=2[CH:12]=1. The yield is 0.470. (3) The reactants are [Br:1][C:2]1[CH:7]=[CH:6][C:5]([N:8]2[C:12](=[O:13])[NH:11][N:10]=[CH:9]2)=[C:4]([F:14])[CH:3]=1.C(=O)([O-])[O-].[K+].[K+].Cl[CH2:22][C:23]#[N:24]. The catalyst is CN(C)C=O. The product is [Br:1][C:2]1[CH:7]=[CH:6][C:5]([N:8]2[C:12](=[O:13])[N:11]([CH2:22][C:23]#[N:24])[N:10]=[CH:9]2)=[C:4]([F:14])[CH:3]=1. The yield is 0.722. (4) The reactants are [CH3:1][C:2]1[C:6](B(O)O)=[C:5]([CH3:10])[O:4][N:3]=1.Br[C:12]1[CH:13]=[C:14]2[C:18](=[CH:19][CH:20]=1)[NH:17][C:16](=[O:21])[C:15]2([C:23]1[CH:28]=[CH:27][C:26]([F:29])=[CH:25][CH:24]=1)[OH:22].C([O-])([O-])=O.[Na+].[Na+].CC(=O)OCC. The catalyst is O1CCOCC1.O. The product is [CH3:1][C:2]1[C:6]([C:12]2[CH:13]=[C:14]3[C:18](=[CH:19][CH:20]=2)[NH:17][C:16](=[O:21])[C:15]3([C:23]2[CH:24]=[CH:25][C:26]([F:29])=[CH:27][CH:28]=2)[OH:22])=[C:5]([CH3:10])[O:4][N:3]=1. The yield is 0.490. (5) The reactants are [H-].[Na+].[Br:3][C:4]1[C:5]([C:14]2[CH:19]=[CH:18][C:17]([F:20])=[CH:16][CH:15]=2)=[N:6][C:7](Cl)=[N:8][C:9]=1[CH:10]([CH3:12])[CH3:11].[CH3:21][NH:22][S:23]([CH3:26])(=[O:25])=[O:24]. The catalyst is CCCCCC.CN(C=O)C. The product is [Br:3][C:4]1[C:5]([C:14]2[CH:19]=[CH:18][C:17]([F:20])=[CH:16][CH:15]=2)=[N:6][C:7]([N:22]([CH3:21])[S:23]([CH3:26])(=[O:25])=[O:24])=[N:8][C:9]=1[CH:10]([CH3:12])[CH3:11]. The yield is 0.910. (6) The reactants are [CH3:1][C:2]([C:4]([CH3:6])=[CH2:5])=[CH2:3].[CH3:7][Si:8]([C:11]#[CH:12])([CH3:10])[CH3:9]. The catalyst is ClCCl.[Zn+2].[I-].[I-].C1(P(CC)C2C=CC=CC=2)C=CC=CC=1. The product is [CH3:3][C:2]1[CH2:1][CH:12]=[C:11]([Si:8]([CH3:10])([CH3:9])[CH3:7])[CH2:5][C:4]=1[CH3:6]. The yield is 0.590.